The task is: Regression. Given a peptide amino acid sequence and an MHC pseudo amino acid sequence, predict their binding affinity value. This is MHC class II binding data.. This data is from Peptide-MHC class II binding affinity with 134,281 pairs from IEDB. (1) The peptide sequence is DLGKKRFLLIRNSTW. The MHC is DRB5_0101 with pseudo-sequence DRB5_0101. The binding affinity (normalized) is 0.924. (2) The peptide sequence is AAAAPAAVGAAVGGT. The MHC is DRB1_0405 with pseudo-sequence DRB1_0405. The binding affinity (normalized) is 0.177. (3) The peptide sequence is SPKARSERPAIVPPA. The MHC is DRB1_1201 with pseudo-sequence DRB1_1201. The binding affinity (normalized) is 0.0492.